This data is from Full USPTO retrosynthesis dataset with 1.9M reactions from patents (1976-2016). The task is: Predict the reactants needed to synthesize the given product. (1) Given the product [Br:1][C:2]1[C:3]2[S:12][N:6]=[CH:5][C:4]=2[CH:8]=[CH:9][C:10]=1[I:11], predict the reactants needed to synthesize it. The reactants are: [Br:1][C:2]1[C:3]([S:12]C(C)(C)C)=[C:4]([CH:8]=[CH:9][C:10]=1[I:11])[CH:5]=[N:6]O.C1(C)C=CC(S(O)(=O)=O)=CC=1. (2) Given the product [F:25][C:26]1[CH:47]=[CH:46][C:29]([CH2:30][N:31]2[CH2:35][CH2:34][N:33]([C:36]3[S:40][C:39]([C:41]([NH:54][CH2:53][C:49]4[S:48][CH:52]=[CH:51][CH:50]=4)=[O:42])=[C:38]([CH3:44])[CH:37]=3)[C:32]2=[O:45])=[CH:28][CH:27]=1, predict the reactants needed to synthesize it. The reactants are: CC1C=C(N2CCN(CCOC3C=CC=CC=3)C2=O)SC=1C(O)=O.[F:25][C:26]1[CH:47]=[CH:46][C:29]([CH2:30][N:31]2[CH2:35][CH2:34][N:33]([C:36]3[S:40][C:39]([C:41](O)=[O:42])=[C:38]([CH3:44])[CH:37]=3)[C:32]2=[O:45])=[CH:28][CH:27]=1.[S:48]1[CH:52]=[CH:51][CH:50]=[C:49]1[CH2:53][NH2:54]. (3) Given the product [NH:16]1[CH2:15][CH2:14][CH:13]([O:12][C@H:9]2[CH2:10][CH2:11][C@H:6]([C:4]([O:3][CH2:1][CH3:2])=[O:5])[CH2:7][CH2:8]2)[CH2:18][CH2:17]1, predict the reactants needed to synthesize it. The reactants are: [CH2:1]([O:3][C:4]([C@H:6]1[CH2:11][CH2:10][C@H:9]([O:12][CH:13]2[CH2:18][CH2:17][N:16](C(OCC3C=CC=CC=3)=O)[CH2:15][CH2:14]2)[CH2:8][CH2:7]1)=[O:5])[CH3:2]. (4) Given the product [CH3:27][O:28][C:29]1[CH:34]=[CH:33][C:32]([C:7]2[CH2:12][CH2:11][N:10]([C:13]([O:15][C:16]([CH3:19])([CH3:18])[CH3:17])=[O:14])[CH2:9][C:8]=2[C:20]([O:22][CH2:23][CH3:24])=[O:21])=[CH:31][CH:30]=1, predict the reactants needed to synthesize it. The reactants are: FC(F)(F)S(O[C:7]1[CH2:12][CH2:11][N:10]([C:13]([O:15][C:16]([CH3:19])([CH3:18])[CH3:17])=[O:14])[CH2:9][C:8]=1[C:20]([O:22][CH2:23][CH3:24])=[O:21])(=O)=O.[CH3:27][O:28][C:29]1[CH:34]=[CH:33][C:32](B(O)O)=[CH:31][CH:30]=1.C(=O)([O-])[O-].[Na+].[Na+].